This data is from Forward reaction prediction with 1.9M reactions from USPTO patents (1976-2016). The task is: Predict the product of the given reaction. (1) Given the reactants Br[C:2]1[CH:7]=[C:6]([CH3:8])[C:5]([CH:9]([C:17]2[CH:22]=[C:21]([F:23])[CH:20]=[CH:19][C:18]=2[F:24])[S:10][C:11]2[CH:16]=[CH:15][CH:14]=[CH:13][CH:12]=2)=[CH:4][N:3]=1.C([Li])CCC.CN(C)[CH:32]=[O:33].O, predict the reaction product. The product is: [F:24][C:18]1[CH:19]=[CH:20][C:21]([F:23])=[CH:22][C:17]=1[CH:9]([S:10][C:11]1[CH:16]=[CH:15][CH:14]=[CH:13][CH:12]=1)[C:5]1[C:6]([CH3:8])=[CH:7][C:2]([CH:32]=[O:33])=[N:3][CH:4]=1. (2) Given the reactants [CH2:1]([NH:5][C:6]1[CH:13]=[CH:12][C:9]([C:10]#[N:11])=[C:8]([C:14]([F:17])([F:16])[F:15])[CH:7]=1)[CH:2]([CH3:4])[CH3:3].Br[CH2:19][C:20]([O:22]C(C)(C)C)=[O:21], predict the reaction product. The product is: [C:10]([C:9]1[CH:12]=[CH:13][C:6]([N:5]([CH2:1][CH:2]([CH3:4])[CH3:3])[CH2:19][C:20]([OH:22])=[O:21])=[CH:7][C:8]=1[C:14]([F:15])([F:16])[F:17])#[N:11]. (3) Given the reactants [CH3:1][C:2]([OH:12])([CH3:11])[CH2:3][NH:4][C:5]1[CH:10]=[CH:9][CH:8]=[CH:7][N:6]=1.[H-].[Na+].I[CH3:16].O, predict the reaction product. The product is: [CH3:16][O:12][C:2]([CH3:1])([CH3:11])[CH2:3][NH:4][C:5]1[CH:10]=[CH:9][CH:8]=[CH:7][N:6]=1. (4) Given the reactants [CH2:1]([C:5]1([CH3:12])[CH2:10][CH2:9][CH2:8][CH2:7][C:6]1=[O:11])[CH:2]([CH3:4])[CH3:3].[Br:13]C1CC(C(C)C)CCC1=O, predict the reaction product. The product is: [Br:13][CH:7]1[C:6](=[O:11])[C:5]([CH2:1][CH:2]([CH3:4])[CH3:3])([CH3:12])[CH2:10][CH2:9][CH2:8]1. (5) Given the reactants [Cl:1][C:2]1[CH:25]=[CH:24][CH:23]=[CH:22][C:3]=1[C:4]([NH:6][C:7]1[C:8](Cl)=[N:9][CH:10]=[N:11][C:12]=1[NH:13][C:14]1[CH:19]=[CH:18][C:17]([Cl:20])=[CH:16][CH:15]=1)=O.[OH:26]S(O)(=O)=O.O, predict the reaction product. The product is: [Cl:20][C:17]1[CH:18]=[CH:19][C:14]([N:13]2[C:4]([C:3]3[CH:22]=[CH:23][CH:24]=[CH:25][C:2]=3[Cl:1])=[N:6][C:7]3[C:12]2=[N:11][CH:10]=[N:9][C:8]=3[OH:26])=[CH:15][CH:16]=1. (6) Given the reactants [Li+].[Cl-].[CH3:3][O:4][C:5]1[CH:14]=[C:13]2[C:8]([CH:9]=[CH:10][C:11](OS(C(F)(F)F)(=O)=O)=[CH:12]2)=[CH:7][CH:6]=1.[CH2:23]([Sn](CCCC)(CCCC)C=C)[CH2:24]CC, predict the reaction product. The product is: [CH3:3][O:4][C:5]1[CH:6]=[CH:7][C:8]2[C:13](=[CH:12][C:11]([CH:23]=[CH2:24])=[CH:10][CH:9]=2)[CH:14]=1. (7) Given the reactants [NH2:1][C:2]1[C:3]([C:16]2[CH:48]=[CH:47][C:19]([C:20]([NH:22][C@@H:23]([C:39]3[CH:44]=[C:43]([F:45])[CH:42]=[C:41]([Br:46])[CH:40]=3)[CH2:24][N:25]([CH3:38])S(C3C=CC=CC=3[N+]([O-])=O)(=O)=O)=[O:21])=[C:18]([F:49])[CH:17]=2)=[N:4][C:5]([C@H:8]2[CH2:13][CH2:12][C@H:11]([OH:14])[C@@H:10]([F:15])[CH2:9]2)=[CH:6][N:7]=1.C([O-])([O-])=O.[K+].[K+].SC1C=CC(C(O)=O)=CC=1.O, predict the reaction product. The product is: [NH2:1][C:2]1[C:3]([C:16]2[CH:48]=[CH:47][C:19]([C:20]([NH:22][C@@H:23]([C:39]3[CH:44]=[C:43]([F:45])[CH:42]=[C:41]([Br:46])[CH:40]=3)[CH2:24][NH:25][CH3:38])=[O:21])=[C:18]([F:49])[CH:17]=2)=[N:4][C:5]([C@H:8]2[CH2:13][CH2:12][C@H:11]([OH:14])[C@@H:10]([F:15])[CH2:9]2)=[CH:6][N:7]=1. (8) Given the reactants NCCC(NC1C=C2C(=CC=1)N=CN=C2NC1C=CC(OCC2C=CC=C(F)C=2)=C(Cl)C=1)=O.C(OC(=O)[NH:40][CH2:41][CH2:42][CH2:43][CH2:44][C:45](=[O:74])[NH:46][C:47]1[CH:48]=[C:49]2[C:54](=[CH:55][CH:56]=1)[N:53]=[CH:52][N:51]=[C:50]2[NH:57][C:58]1[CH:63]=[CH:62][C:61]([O:64][CH2:65][C:66]2[CH:71]=[CH:70][CH:69]=[C:68]([F:72])[CH:67]=2)=[C:60]([Cl:73])[CH:59]=1)(C)(C)C, predict the reaction product. The product is: [Cl:73][C:60]1[CH:59]=[C:58]([NH:57][C:50]2[C:49]3[C:54](=[CH:55][CH:56]=[C:47]([NH:46][C:45](=[O:74])[CH2:44][CH2:43][CH2:42][CH2:41][NH2:40])[CH:48]=3)[N:53]=[CH:52][N:51]=2)[CH:63]=[CH:62][C:61]=1[O:64][CH2:65][C:66]1[CH:71]=[CH:70][CH:69]=[C:68]([F:72])[CH:67]=1. (9) Given the reactants [CH3:1][O:2][C:3]([C:5]1[S:6][C:7]([C:34]#[C:35][C:36]([CH3:45])([CH3:44])[CH2:37][CH2:38][O:39][Si](C)(C)C)=[CH:8][C:9]=1[N:10]([CH:20]1[CH2:25][CH2:24][CH:23]([O:26][Si](C(C)(C)C)(C)C)[CH2:22][CH2:21]1)[C:11]([CH:13]1[CH2:18][CH2:17][CH:16]([CH3:19])[CH2:15][CH2:14]1)=[O:12])=[O:4].[O:46]1[CH2:51][CH2:50][C:49](=O)[CH2:48][CH2:47]1.C([SiH](CC)CC)C.C([O-])(O)=O.[Na+], predict the reaction product. The product is: [CH3:1][O:2][C:3]([C:5]1[S:6][C:7]([C:34]#[C:35][C:36]([CH3:45])([CH3:44])[CH2:37][CH2:38][O:39][CH:49]2[CH2:50][CH2:51][O:46][CH2:47][CH2:48]2)=[CH:8][C:9]=1[N:10]([CH:20]1[CH2:25][CH2:24][CH:23]([OH:26])[CH2:22][CH2:21]1)[C:11]([CH:13]1[CH2:14][CH2:15][CH:16]([CH3:19])[CH2:17][CH2:18]1)=[O:12])=[O:4].